This data is from Catalyst prediction with 721,799 reactions and 888 catalyst types from USPTO. The task is: Predict which catalyst facilitates the given reaction. Reactant: [N:1]1[C:6]2[NH:7][CH:8]=[CH:9][C:5]=2[C:4]([C:10]2[CH:11]=[C:12]([NH:16][C:17](=[O:28])[C:18]3[CH:23]=[CH:22][CH:21]=[C:20]([C:24]([F:27])([F:26])[F:25])[CH:19]=3)[CH:13]=[CH:14][CH:15]=2)=[N:3][CH:2]=1.IC1C=NC(N)=NC=1.P([O-])([O-])([O-])=O.[K+].[K+].[K+].CN(C)[CH:47]1[CH2:52][CH2:51][CH2:50][CH2:49][CH:48]1N.[CH3:55][N:56]([CH:58]=O)[CH3:57]. Product: [CH3:55][N:56]([CH2:58][C:47]1[CH:48]=[CH:49][C:50]([N:7]2[C:6]3[N:1]=[CH:2][N:3]=[C:4]([C:10]4[CH:11]=[C:12]([NH:16][C:17](=[O:28])[C:18]5[CH:23]=[CH:22][CH:21]=[C:20]([C:24]([F:26])([F:25])[F:27])[CH:19]=5)[CH:13]=[CH:14][CH:15]=4)[C:5]=3[CH:9]=[CH:8]2)=[CH:51][CH:52]=1)[CH3:57]. The catalyst class is: 205.